This data is from Catalyst prediction with 721,799 reactions and 888 catalyst types from USPTO. The task is: Predict which catalyst facilitates the given reaction. Reactant: [CH3:1][O:2][C:3]([C:5]1[N:6]=[C:7](Br)[C:8]2[C:13]([C:14]=1[OH:15])=[CH:12][CH:11]=[C:10]([S:16][C:17]1[CH:22]=[CH:21][CH:20]=[CH:19][CH:18]=1)[CH:9]=2)=[O:4].[CH3:24]B1OB(C)OB(C)O1.C(=O)([O-])[O-].[K+].[K+]. Product: [CH3:1][O:2][C:3]([C:5]1[N:6]=[C:7]([CH3:24])[C:8]2[C:13]([C:14]=1[OH:15])=[CH:12][CH:11]=[C:10]([S:16][C:17]1[CH:22]=[CH:21][CH:20]=[CH:19][CH:18]=1)[CH:9]=2)=[O:4]. The catalyst class is: 77.